This data is from Forward reaction prediction with 1.9M reactions from USPTO patents (1976-2016). The task is: Predict the product of the given reaction. Given the reactants [OH:1][C:2]1[CH:7]=[C:6]([I:8])[C:5]([I:9])=[CH:4][C:3]=1[OH:10].N1C=CC=CC=1.[O:17](S(C(F)(F)F)(=O)=O)[S:18]([C:21]([F:24])([F:23])[F:22])(=O)=[O:19], predict the reaction product. The product is: [F:22][C:21]([F:24])([F:23])[S:18]([O:1][C:2]1[CH:7]=[C:6]([I:8])[C:5]([I:9])=[CH:4][C:3]=1[O:10][S:18]([C:21]([F:22])([F:23])[F:24])(=[O:17])=[O:19])(=[O:19])=[O:17].